This data is from Peptide-MHC class I binding affinity with 185,985 pairs from IEDB/IMGT. The task is: Regression. Given a peptide amino acid sequence and an MHC pseudo amino acid sequence, predict their binding affinity value. This is MHC class I binding data. The peptide sequence is LLKTRFRGL. The MHC is HLA-B08:01 with pseudo-sequence HLA-B08:01. The binding affinity (normalized) is 0.808.